From a dataset of Catalyst prediction with 721,799 reactions and 888 catalyst types from USPTO. Predict which catalyst facilitates the given reaction. (1) Reactant: Br[C:2]1[CH:3]=[C:4]([NH:8][C:9](=[O:14])[C:10]([CH3:13])([CH3:12])[CH3:11])[CH:5]=[CH:6][CH:7]=1.[Li]C(CC)C.[Cl:20][C:21]1[CH:22]=[N:23][C:24]2[C:29]([N:30]=1)=[CH:28][C:27]([CH:31]=[O:32])=[CH:26][CH:25]=2. Product: [Cl:20][C:21]1[CH:22]=[N:23][C:24]2[C:29]([N:30]=1)=[CH:28][C:27]([CH:31]([OH:32])[C:2]1[CH:3]=[C:4]([NH:8][C:9](=[O:14])[C:10]([CH3:13])([CH3:12])[CH3:11])[CH:5]=[CH:6][CH:7]=1)=[CH:26][CH:25]=2. The catalyst class is: 1. (2) Reactant: Cl[C:2]1[C:7]([CH:8]([CH2:13][CH2:14][CH3:15])[C:9]([O:11][CH3:12])=[O:10])=[C:6]([CH3:16])[N:5]=[C:4]([C:17]2[CH:22]=[CH:21][CH:20]=[CH:19][CH:18]=2)[N:3]=1.C(N(CC)C(C)C)(C)C.[O:32]1[CH2:38][CH2:37][CH2:36][O:35][C:34]2[CH:39]=[C:40](B(O)O)[CH:41]=[CH:42][C:33]1=2. Product: [O:32]1[CH2:38][CH2:37][CH2:36][O:35][C:34]2[CH:39]=[C:40]([C:2]3[C:7]([CH:8]([CH2:13][CH2:14][CH3:15])[C:9]([O:11][CH3:12])=[O:10])=[C:6]([CH3:16])[N:5]=[C:4]([C:17]4[CH:22]=[CH:21][CH:20]=[CH:19][CH:18]=4)[N:3]=3)[CH:41]=[CH:42][C:33]1=2. The catalyst class is: 108. (3) Reactant: [H-].[Al+3].[Li+].[H-].[H-].[H-].[N:7]1([C:17]([O:19][C:20]([CH3:23])([CH3:22])[CH3:21])=[O:18])[CH2:12][CH2:11][NH:10][CH2:9][C@@H:8]1[C:13](OC)=[O:14]. Product: [OH:14][CH2:13][C@H:8]1[CH2:9][NH:10][CH2:11][CH2:12][N:7]1[C:17]([O:19][C:20]([CH3:23])([CH3:22])[CH3:21])=[O:18]. The catalyst class is: 1.